Dataset: Forward reaction prediction with 1.9M reactions from USPTO patents (1976-2016). Task: Predict the product of the given reaction. (1) Given the reactants [CH3:1][NH:2][C:3]([C:5]1[N:9]([CH3:10])[C:8]2[S:11][CH:12]=[CH:13][C:7]=2[CH:6]=1)=O.[H-].[H-].[H-].[H-].[Li+].[Al+3], predict the reaction product. The product is: [CH3:10][N:9]1[C:5]([CH2:3][NH:2][CH3:1])=[CH:6][C:7]2[CH:13]=[CH:12][S:11][C:8]1=2. (2) The product is: [CH2:12]([O:19][C:20]([N:22]1[CH2:27][CH2:26][CH2:25][C@H:24]([C:28]2[O:30][CH:7]=[C:6]([C:5]3[CH:10]=[CH:11][C:2]([F:1])=[CH:3][CH:4]=3)[N:29]=2)[CH2:23]1)=[O:21])[C:13]1[CH:14]=[CH:15][CH:16]=[CH:17][CH:18]=1. Given the reactants [F:1][C:2]1[CH:11]=[CH:10][C:5]([C:6](=O)[CH2:7]Br)=[CH:4][CH:3]=1.[CH2:12]([O:19][C:20]([N:22]1[CH2:27][CH2:26][CH2:25][C@H:24]([C:28](=[O:30])[NH2:29])[CH2:23]1)=[O:21])[C:13]1[CH:18]=[CH:17][CH:16]=[CH:15][CH:14]=1.C(OCC)(=O)C, predict the reaction product. (3) Given the reactants [NH2:1][C:2]1[C:3]([C:9]#[C:10][C:11]2[CH:12]=[C:13]([OH:17])[CH:14]=[CH:15][CH:16]=2)=[N:4][C:5](Br)=[CH:6][N:7]=1.CC1(C)C(C)(C)OB([C:26]2[CH:31]=[CH:30][C:29]([S:32]([CH:35]3[CH2:40][CH2:39][N:38]([C:41]([O:43][C:44]([CH3:47])([CH3:46])[CH3:45])=[O:42])[CH2:37][CH2:36]3)(=[O:34])=[O:33])=[CH:28][CH:27]=2)O1.[O-]P([O-])([O-])=O.[K+].[K+].[K+].O, predict the reaction product. The product is: [NH2:1][C:2]1[N:7]=[CH:6][C:5]([C:26]2[CH:31]=[CH:30][C:29]([S:32]([CH:35]3[CH2:36][CH2:37][N:38]([C:41]([O:43][C:44]([CH3:47])([CH3:46])[CH3:45])=[O:42])[CH2:39][CH2:40]3)(=[O:34])=[O:33])=[CH:28][CH:27]=2)=[N:4][C:3]=1[C:9]#[C:10][C:11]1[CH:16]=[CH:15][CH:14]=[C:13]([OH:17])[CH:12]=1. (4) Given the reactants [CH3:1][N:2]([CH3:26])[C:3]([C:5]1[CH:25]=[CH:24][C:8]([O:9][C:10]2[C:15]3[CH2:16][C:17]([CH3:20])([CH3:19])[O:18][C:14]=3[CH:13]=[C:12]([C:21]([OH:23])=O)[CH:11]=2)=[CH:7][CH:6]=1)=[O:4].[NH2:27][C:28]1[CH:32]=[CH:31][N:30]([CH3:33])[N:29]=1.C(N(CC)CC)C.CN(C(ON1N=NC2C=CC=NC1=2)=[N+](C)C)C.F[P-](F)(F)(F)(F)F, predict the reaction product. The product is: [CH3:33][N:30]1[CH:31]=[CH:32][C:28]([NH:27][C:21]([C:12]2[CH:11]=[C:10]([O:9][C:8]3[CH:24]=[CH:25][C:5]([C:3](=[O:4])[N:2]([CH3:1])[CH3:26])=[CH:6][CH:7]=3)[C:15]3[CH2:16][C:17]([CH3:19])([CH3:20])[O:18][C:14]=3[CH:13]=2)=[O:23])=[N:29]1. (5) Given the reactants Cl.[CH2:2]([O:4][C:5](=[O:17])[C@H:6]([CH2:8][S:9][CH2:10][C:11]1[CH:16]=[CH:15][CH:14]=[CH:13][CH:12]=1)[NH2:7])[CH3:3].[C:18]([NH:25][C:26]([CH3:31])([C:28](O)=[O:29])[CH3:27])([O:20][C:21]([CH3:24])([CH3:23])[CH3:22])=[O:19].C(N(CC)CC)C.ON1C2C=CC=CC=2N=N1.CCN=C=NCCCN(C)C, predict the reaction product. The product is: [CH2:2]([O:4][C:5](=[O:17])[C@H:6]([CH2:8][S:9][CH2:10][C:11]1[CH:16]=[CH:15][CH:14]=[CH:13][CH:12]=1)[NH:7][C:28](=[O:29])[C:26]([NH:25][C:18]([O:20][C:21]([CH3:24])([CH3:23])[CH3:22])=[O:19])([CH3:31])[CH3:27])[CH3:3]. (6) Given the reactants [H-].[Al+3].[Li+].[H-].[H-].[H-].[CH3:7][O:8][C:9]1[CH:10]=[C:11]([CH:14]=[CH:15][C:16]=1[F:17])[C:12]#[N:13], predict the reaction product. The product is: [CH3:7][O:8][C:9]1[CH:10]=[C:11]([CH:14]=[CH:15][C:16]=1[F:17])[CH2:12][NH2:13]. (7) Given the reactants [Mg].[C:2]([C:6]1[CH:11]=[CH:10][C:9]([N:12]2[CH:17]3[CH2:18][CH2:19][CH:13]2[CH2:14][C:15](=[CH:20][C:21]#[N:22])[CH2:16]3)=[CH:8][CH:7]=1)([CH3:5])([CH3:4])[CH3:3].[Cl-].[NH4+], predict the reaction product. The product is: [C:2]([C:6]1[CH:11]=[CH:10][C:9]([N:12]2[CH:17]3[CH2:18][CH2:19][CH:13]2[CH2:14][CH:15]([CH2:20][C:21]#[N:22])[CH2:16]3)=[CH:8][CH:7]=1)([CH3:5])([CH3:3])[CH3:4]. (8) Given the reactants [C:1]1([CH:7]([C:18]2[CH:23]=[CH:22][CH:21]=[CH:20][CH:19]=2)[N:8]2[CH2:13][CH2:12][CH:11]([CH2:14][CH2:15][CH2:16]O)[CH2:10][CH2:9]2)[CH:6]=[CH:5][CH:4]=[CH:3][CH:2]=1.C1(P(C2C=CC=CC=2)C2C=CC=CC=2)C=CC=CC=1.[C:43]1(=[O:53])[NH:47][C:46](=[O:48])[C:45]2=[CH:49][CH:50]=[CH:51][CH:52]=[C:44]12, predict the reaction product. The product is: [C:1]1([CH:7]([C:18]2[CH:23]=[CH:22][CH:21]=[CH:20][CH:19]=2)[N:8]2[CH2:13][CH2:12][CH:11]([CH2:14][CH2:15][CH2:16][N:47]3[C:43](=[O:53])[C:44]4[C:45](=[CH:49][CH:50]=[CH:51][CH:52]=4)[C:46]3=[O:48])[CH2:10][CH2:9]2)[CH:2]=[CH:3][CH:4]=[CH:5][CH:6]=1.